This data is from NCI-60 drug combinations with 297,098 pairs across 59 cell lines. The task is: Regression. Given two drug SMILES strings and cell line genomic features, predict the synergy score measuring deviation from expected non-interaction effect. Drug 1: C1CN1C2=NC(=NC(=N2)N3CC3)N4CC4. Drug 2: C1=CC(=CC=C1CCC2=CNC3=C2C(=O)NC(=N3)N)C(=O)NC(CCC(=O)O)C(=O)O. Cell line: UACC62. Synergy scores: CSS=48.8, Synergy_ZIP=-11.1, Synergy_Bliss=-8.50, Synergy_Loewe=-2.98, Synergy_HSA=-1.09.